Dataset: Full USPTO retrosynthesis dataset with 1.9M reactions from patents (1976-2016). Task: Predict the reactants needed to synthesize the given product. (1) Given the product [Cl:1][C:2]1[CH:10]=[C:9]2[C:5]([C:6]([C:11]([N:13]3[CH2:14][CH2:15][CH:16]([C:19]4[C:24]([O:25][CH3:26])=[CH:23][CH:22]=[CH:21][C:20]=4[O:27][CH3:28])[CH2:17][CH2:18]3)=[O:12])=[CH:7][N:8]2[CH2:35][C:30]2[CH:31]=[CH:32][CH:33]=[CH:34][N:29]=2)=[CH:4][CH:3]=1, predict the reactants needed to synthesize it. The reactants are: [Cl:1][C:2]1[CH:10]=[C:9]2[C:5]([C:6]([C:11]([N:13]3[CH2:18][CH2:17][CH:16]([C:19]4[C:24]([O:25][CH3:26])=[CH:23][CH:22]=[CH:21][C:20]=4[O:27][CH3:28])[CH2:15][CH2:14]3)=[O:12])=[CH:7][NH:8]2)=[CH:4][CH:3]=1.[N:29]1[CH:34]=[CH:33][CH:32]=[CH:31][C:30]=1[CH2:35]OS(C)(=O)=O. (2) The reactants are: [OH:1][C:2]1[CH:7]=[CH:6][C:5]([S:8][CH2:9][CH2:10][CH2:11][C:12]([OH:14])=O)=[CH:4][CH:3]=1.[CH3:15][O:16][C:17]1[CH:25]=[CH:24][C:20]([CH2:21][NH:22][CH3:23])=[CH:19][CH:18]=1. Given the product [OH:1][C:2]1[CH:3]=[CH:4][C:5]([S:8][CH2:9][CH2:10][CH2:11][C:12]([N:22]([CH2:21][C:20]2[CH:24]=[CH:25][C:17]([O:16][CH3:15])=[CH:18][CH:19]=2)[CH3:23])=[O:14])=[CH:6][CH:7]=1, predict the reactants needed to synthesize it.